From a dataset of Forward reaction prediction with 1.9M reactions from USPTO patents (1976-2016). Predict the product of the given reaction. (1) Given the reactants [Br:1]N1C(=O)CCC1=O.N(C(C)(C)C#N)=NC(C)(C)C#N.[CH3:21][O:22][C:23]1[CH:24]=[C:25]2[C:29](=[CH:30][CH:31]=1)[C:28](=[O:32])[CH2:27][CH2:26]2, predict the reaction product. The product is: [Br:1][CH:26]1[C:25]2[C:29](=[CH:30][CH:31]=[C:23]([O:22][CH3:21])[CH:24]=2)[C:28](=[O:32])[CH2:27]1. (2) Given the reactants C(N)CCC.NO.Cl.[CH:9]#[C:10][C@H:11]([NH:21][C:22](=[O:24])[CH3:23])[CH2:12][CH2:13][CH2:14][CH2:15][CH2:16][CH2:17][CH2:18][CH2:19][CH3:20].Br[C:26]#[C:27][C@@H:28]([OH:31])[CH:29]=[CH2:30], predict the reaction product. The product is: [OH:31][C@H:28]([C:27]#[C:26][C:9]#[C:10][C@H:11]([NH:21][C:22](=[O:24])[CH3:23])[CH2:12][CH2:13][CH2:14][CH2:15][CH2:16][CH2:17][CH2:18][CH2:19][CH3:20])[CH:29]=[CH2:30]. (3) Given the reactants [F:1][C:2]([F:38])([F:37])[C:3]1[CH:4]=[C:5]([C@H:13]([O:15][C@H:16]2[CH2:24][N:23]3[C@@H:18]([CH2:19][CH:20]([C:26](O)([CH3:28])[CH3:27])[CH2:21][C:22]3=[O:25])[C@@H:17]2[C:30]2[CH:35]=[CH:34][C:33]([F:36])=[CH:32][CH:31]=2)[CH3:14])[CH:6]=[C:7]([C:9]([F:12])([F:11])[F:10])[CH:8]=1, predict the reaction product. The product is: [F:1][C:2]([F:37])([F:38])[C:3]1[CH:4]=[C:5]([C@H:13]([O:15][C@H:16]2[CH2:24][N:23]3[C@@H:18]([CH2:19][CH:20]([C:26]([NH:23][C:22](=[O:25])[CH3:21])([CH3:28])[CH3:27])[CH2:21][C:22]3=[O:25])[C@@H:17]2[C:30]2[CH:35]=[CH:34][C:33]([F:36])=[CH:32][CH:31]=2)[CH3:14])[CH:6]=[C:7]([C:9]([F:11])([F:12])[F:10])[CH:8]=1.